From a dataset of Ames mutagenicity test results for genotoxicity prediction. Regression/Classification. Given a drug SMILES string, predict its toxicity properties. Task type varies by dataset: regression for continuous values (e.g., LD50, hERG inhibition percentage) or binary classification for toxic/non-toxic outcomes (e.g., AMES mutagenicity, cardiotoxicity, hepatotoxicity). Dataset: ames. (1) The compound is COC(=O)c1cc(-c2ccc(N)c(C(=O)OC)c2)ccc1N. The result is 1 (mutagenic). (2) The drug is Oc1ccc2ccccc2c1N=Nc1ccccc1. The result is 1 (mutagenic).